Dataset: Full USPTO retrosynthesis dataset with 1.9M reactions from patents (1976-2016). Task: Predict the reactants needed to synthesize the given product. (1) Given the product [CH3:15][N:16]1[C:20]2[CH:3]=[C:4]([C:5]([O:7][CH3:8])=[O:6])[N:9]=[CH:10][C:19]=2[CH:18]=[CH:17]1, predict the reactants needed to synthesize it. The reactants are: CN(C)[CH:3]=[C:4]([N:9]=[CH:10]N(C)C)[C:5]([O:7][CH3:8])=[O:6].[CH3:15][N:16]1[CH:20]=[CH:19][CH:18]=[CH:17]1. (2) The reactants are: [N:1]1[CH:6]=[CH:5][CH:4]=[N:3][C:2]=1[CH2:7][C:8]#[N:9].[C:10](OC)(=[O:13])[CH:11]=[CH2:12].CC([O-:20])(C)C.[K+].[CH2:22]1[CH2:26][O:25][CH2:24][CH2:23]1. Given the product [C:8]([C:7]1([C:2]2[N:3]=[CH:4][CH:5]=[CH:6][N:1]=2)[CH2:23][CH:22]([C:26]([O:25][CH3:24])=[O:20])[C:10](=[O:13])[CH2:11][CH2:12]1)#[N:9], predict the reactants needed to synthesize it. (3) Given the product [CH2:1]([O:8][C:9]([N:11]1[CH2:12][CH2:13][N:14]([C:17]([CH3:19])([CH3:18])[CH2:20][OH:21])[CH2:15][CH2:16]1)=[O:10])[C:2]1[CH:7]=[CH:6][CH:5]=[CH:4][CH:3]=1, predict the reactants needed to synthesize it. The reactants are: [CH2:1]([O:8][C:9]([N:11]1[CH2:16][CH2:15][N:14]([C:17]([C:20](OCC)=[O:21])([CH3:19])[CH3:18])[CH2:13][CH2:12]1)=[O:10])[C:2]1[CH:7]=[CH:6][CH:5]=[CH:4][CH:3]=1.[H-].[Al+3].[Li+].[H-].[H-].[H-].O.[Na]. (4) The reactants are: F[B-](F)(F)F.C([O+](CC)CC)C.[Cl:13][C:14]1[C:19]([F:20])=[C:18]([Cl:21])[CH:17]=[CH:16][C:15]=1[C:22]([N:24]1[CH2:29][CH2:28][NH:27][C:26](=O)[CH2:25]1)=[O:23].[S:31]1[N:35]=[CH:34][C:33]([C:36]([NH:38][NH2:39])=O)=[N:32]1. Given the product [Cl:13][C:14]1[C:19]([F:20])=[C:18]([Cl:21])[CH:17]=[CH:16][C:15]=1[C:22]([N:24]1[CH2:29][CH2:28][N:27]2[C:36]([C:33]3[CH:34]=[N:35][S:31][N:32]=3)=[N:38][N:39]=[C:26]2[CH2:25]1)=[O:23], predict the reactants needed to synthesize it. (5) Given the product [Br:24][CH2:25][C:26]([NH:2][C:3]1[CH:8]=[CH:7][CH:6]=[C:5]([CH:9]([CH3:10])[CH3:11])[C:4]=1[OH:12])=[O:27], predict the reactants needed to synthesize it. The reactants are: Br.[NH2:2][C:3]1[CH:8]=[CH:7][CH:6]=[C:5]([CH:9]([CH3:11])[CH3:10])[C:4]=1[OH:12].C(OCC)(=O)C.C(=O)([O-])O.[Na+].[Br:24][CH2:25][C:26](Cl)=[O:27]. (6) Given the product [C:1]([O:5][C:6]([N:7]([CH3:8])[CH2:9][CH2:10][CH2:11][CH2:12][CH2:13][CH2:14][CH2:15][CH2:16][CH2:17][O:18][S:21]([CH3:20])(=[O:23])=[O:22])=[O:19])([CH3:4])([CH3:2])[CH3:3], predict the reactants needed to synthesize it. The reactants are: [C:1]([O:5][C:6](=[O:19])[N:7]([CH2:9][CH2:10][CH2:11][CH2:12][CH2:13][CH2:14][CH2:15][CH2:16][CH2:17][OH:18])[CH3:8])([CH3:4])([CH3:3])[CH3:2].[CH3:20][S:21](Cl)(=[O:23])=[O:22]. (7) Given the product [Cl:1][C:2]1[C:3]2[C:17]([C:24](=[O:26])[CH3:25])=[C:16]([CH2:18][CH3:19])[NH:15][C:4]=2[N:5]=[C:6]([S:8][C:9]2[CH:10]=[N:11][CH:12]=[CH:13][CH:14]=2)[N:7]=1, predict the reactants needed to synthesize it. The reactants are: [Cl:1][C:2]1[C:3]2[CH:17]=[C:16]([CH2:18][CH3:19])[NH:15][C:4]=2[N:5]=[C:6]([S:8][C:9]2[CH:10]=[N:11][CH:12]=[CH:13][CH:14]=2)[N:7]=1.[Cl-].[Al+3].[Cl-].[Cl-].[C:24](Cl)(=[O:26])[CH3:25].